Dataset: Reaction yield outcomes from USPTO patents with 853,638 reactions. Task: Predict the reaction yield, written as a fraction of the theoretical maximum amount of product (1.0 means a 100% yield; for example, 0.34 means a 34% yield). The reactants are [CH:1]1([N:5]2[CH2:10][CH2:9][N:8]([C:11]([C:13]3[CH:14]=[C:15]4[C:19](=[CH:20][CH:21]=3)[NH:18][C:17]([C:22]([N:24]3[CH2:29][CH2:28][S:27](=[O:31])(=[O:30])[CH2:26][CH2:25]3)=[O:23])=[CH:16]4)=[O:12])[CH2:7][CH2:6]2)[CH2:4][CH2:3][CH2:2]1.[H-].[Na+].CS(O[CH2:39][C:40]([F:43])([F:42])[F:41])(=O)=O. The catalyst is CN(C)C=O. The product is [CH:1]1([N:5]2[CH2:6][CH2:7][N:8]([C:11]([C:13]3[CH:14]=[C:15]4[C:19](=[CH:20][CH:21]=3)[N:18]([CH2:39][C:40]([F:43])([F:42])[F:41])[C:17]([C:22]([N:24]3[CH2:29][CH2:28][S:27](=[O:30])(=[O:31])[CH2:26][CH2:25]3)=[O:23])=[CH:16]4)=[O:12])[CH2:9][CH2:10]2)[CH2:2][CH2:3][CH2:4]1. The yield is 0.730.